From a dataset of Reaction yield outcomes from USPTO patents with 853,638 reactions. Predict the reaction yield, written as a fraction of the theoretical maximum amount of product (1.0 means a 100% yield; for example, 0.34 means a 34% yield). The reactants are [CH3:1][C:2]1[CH:3]=[CH:4][CH:5]=[CH:6][C:7]=1[NH2:8].CCN(CC)CC.[CH3:16][C:17]([CH3:22])([CH3:21])[C:18](Cl)=[O:19]. The catalyst is C(Cl)Cl. The product is [CH3:16][C:17]([CH3:22])([CH3:21])[C:18]([NH:8][C:7]1[CH:6]=[CH:5][CH:4]=[CH:3][C:2]=1[CH3:1])=[O:19]. The yield is 0.920.